The task is: Predict which catalyst facilitates the given reaction.. This data is from Catalyst prediction with 721,799 reactions and 888 catalyst types from USPTO. (1) Reactant: Br[C:2]1[CH:11]=[C:10]2[C:5]([C:6]([NH:12][C:13]3[CH:17]=[C:16]([CH2:18][C:19]([NH:21][C:22]4[CH:27]=[CH:26][CH:25]=[C:24]([F:28])[CH:23]=4)=[O:20])[NH:15][N:14]=3)=[N:7][CH:8]=[N:9]2)=[CH:4][CH:3]=1.[F:29][C@H:30]1[CH2:34][CH2:33][N:32]([S:35]([C:38]2[CH:43]=[CH:42][C:41](B3OC(C)(C)C(C)(C)O3)=[CH:40][CH:39]=2)(=[O:37])=[O:36])[CH2:31]1.C(=O)([O-])[O-].[Na+].[Na+]. Product: [F:28][C:24]1[CH:23]=[C:22]([NH:21][C:19](=[O:20])[CH2:18][C:16]2[NH:15][N:14]=[C:13]([NH:12][C:6]3[C:5]4[C:10](=[CH:11][C:2]([C:41]5[CH:40]=[CH:39][C:38]([S:35]([N:32]6[CH2:33][CH2:34][C@H:30]([F:29])[CH2:31]6)(=[O:37])=[O:36])=[CH:43][CH:42]=5)=[CH:3][CH:4]=4)[N:9]=[CH:8][N:7]=3)[CH:17]=2)[CH:27]=[CH:26][CH:25]=1. The catalyst class is: 151. (2) Reactant: CO[CH:3](OC)[C:4](=[N:7][OH:8])[C:5]#[N:6].[OH:11][CH2:12][CH2:13][NH:14][NH2:15].[ClH:16]. Product: [ClH:16].[NH2:6][C:5]1[N:14]([CH2:13][CH2:12][OH:11])[N:15]=[CH:3][C:4]=1[N:7]=[O:8]. The catalyst class is: 5.